From a dataset of Full USPTO retrosynthesis dataset with 1.9M reactions from patents (1976-2016). Predict the reactants needed to synthesize the given product. (1) Given the product [CH3:1][C:2]1[CH:7]=[C:6]([CH3:8])[NH:5][C:4](=[O:9])[C:3]=1[CH2:10][NH:11][C:12]([C:14]1[C:22]2[C:17](=[CH:18][CH:19]=[CH:20][CH:21]=2)[N:16]([CH:27]([C:29]2[CH:34]=[CH:33][C:32]([F:35])=[CH:31][CH:30]=2)[CH3:28])[C:15]=1[CH3:23])=[O:13], predict the reactants needed to synthesize it. The reactants are: [CH3:1][C:2]1[CH:7]=[C:6]([CH3:8])[NH:5][C:4](=[O:9])[C:3]=1[CH2:10][NH:11][C:12]([C:14]1[C:22]2[C:17](=[CH:18][CH:19]=[CH:20][CH:21]=2)[NH:16][C:15]=1[CH3:23])=[O:13].[H-].[Na+].Br[CH:27]([C:29]1[CH:34]=[CH:33][C:32]([F:35])=[CH:31][CH:30]=1)[CH3:28]. (2) Given the product [F:19][C:20]1[CH:25]=[CH:24][CH:23]=[CH:22][C:21]=1[N:26]1[CH2:31][CH2:30][N:29]([CH2:14][CH2:13][CH2:12][C:11]2[N:7]([C:1]3[CH:6]=[CH:5][CH:4]=[CH:3][CH:2]=3)[N:8]=[C:9]([CH:16]([CH3:18])[CH3:17])[CH:10]=2)[CH2:28][CH2:27]1, predict the reactants needed to synthesize it. The reactants are: [C:1]1([N:7]2[C:11]([CH2:12][CH2:13][CH:14]=O)=[CH:10][C:9]([CH:16]([CH3:18])[CH3:17])=[N:8]2)[CH:6]=[CH:5][CH:4]=[CH:3][CH:2]=1.[F:19][C:20]1[CH:25]=[CH:24][CH:23]=[CH:22][C:21]=1[N:26]1[CH2:31][CH2:30][NH:29][CH2:28][CH2:27]1.CCN(C(C)C)C(C)C.[BH-](OC(C)=O)(OC(C)=O)OC(C)=O.[Na+]. (3) The reactants are: I[C:2]1[C:10]2[C:5](=[N:6][CH:7]=[N:8][C:9]=2[NH2:11])[N:4]([C:12]([C:25]2[CH:30]=[CH:29][CH:28]=[CH:27][CH:26]=2)([C:19]2[CH:24]=[CH:23][CH:22]=[CH:21][CH:20]=2)[C:13]2[CH:18]=[CH:17][CH:16]=[CH:15][CH:14]=2)[N:3]=1.[CH3:31][O:32][C:33]1[CH:38]=[C:37](B2OC(C)(C)C(C)(C)O2)[CH:36]=[CH:35][C:34]=1[NH:48][C:49](=[O:61])[C:50]1[CH:55]=[CH:54][C:53]([C:56]([F:59])([F:58])[F:57])=[CH:52][C:51]=1[F:60].O.C(=O)([O-])[O-].[Na+].[Na+]. Given the product [NH2:11][C:9]1[N:8]=[CH:7][N:6]=[C:5]2[N:4]([C:12]([C:13]3[CH:18]=[CH:17][CH:16]=[CH:15][CH:14]=3)([C:25]3[CH:30]=[CH:29][CH:28]=[CH:27][CH:26]=3)[C:19]3[CH:24]=[CH:23][CH:22]=[CH:21][CH:20]=3)[N:3]=[C:2]([C:37]3[CH:36]=[CH:35][C:34]([NH:48][C:49](=[O:61])[C:50]4[CH:55]=[CH:54][C:53]([C:56]([F:58])([F:59])[F:57])=[CH:52][C:51]=4[F:60])=[C:33]([O:32][CH3:31])[CH:38]=3)[C:10]=12, predict the reactants needed to synthesize it. (4) The reactants are: C([Li])CCC.[C:6]([O:10][C:11]([N:13]1[CH2:26][CH2:25][C:16]2[NH:17][C:18]3[CH:19]=[CH:20][C:21]([CH3:24])=[CH:22][C:23]=3[C:15]=2[CH2:14]1)=[O:12])([CH3:9])([CH3:8])[CH3:7].C1(C2C=CC=CC=2)C=CC=CC=1P(C(C)(C)C)C(C)(C)C.Br[CH:49]=[CH:50][C:51]1[CH:52]=[CH:53][C:54]([CH3:57])=[N:55][CH:56]=1. Given the product [CH3:24][C:21]1[CH:20]=[CH:19][C:18]2[N:17]([CH:49]=[CH:50][C:51]3[CH:56]=[N:55][C:54]([CH3:57])=[CH:53][CH:52]=3)[C:16]3[CH2:25][CH2:26][N:13]([C:11]([O:10][C:6]([CH3:9])([CH3:7])[CH3:8])=[O:12])[CH2:14][C:15]=3[C:23]=2[CH:22]=1, predict the reactants needed to synthesize it.